This data is from Forward reaction prediction with 1.9M reactions from USPTO patents (1976-2016). The task is: Predict the product of the given reaction. (1) Given the reactants [Li]CCCC.N(C(C)C)C(C)C.[Br:13][C:14]1[N:15]=[C:16]([C:19]([F:22])([F:21])[F:20])[S:17][CH:18]=1.[C:23](=[O:25])=[O:24], predict the reaction product. The product is: [Br:13][C:14]1[N:15]=[C:16]([C:19]([F:22])([F:21])[F:20])[S:17][C:18]=1[C:23]([OH:25])=[O:24]. (2) Given the reactants ClCCl.Cl.Cl.[O:6]1[CH2:11][CH2:10][N:9]([CH2:12][C:13]2[CH:14]=[CH:15][C:16]3[C:25]4[NH:24][CH2:23][CH2:22][CH2:21][C:20]=4[C:19](=[O:26])[NH:18][C:17]=3[CH:27]=2)[CH2:8][CH2:7]1.C(N(CC)CC)C, predict the reaction product. The product is: [O:6]1[CH2:7][CH2:8][N:9]([CH2:12][C:13]2[CH:14]=[CH:15][C:16]3[C:25]4[NH:24][CH2:23][CH2:22][CH2:21][C:20]=4[C:19](=[O:26])[NH:18][C:17]=3[CH:27]=2)[CH2:10][CH2:11]1. (3) Given the reactants [CH3:1][C@H:2]1[CH2:7][NH:6][CH2:5][CH2:4][NH:3]1.C(N(CC)CC)C.Cl[C:16]([O:18][CH2:19][C:20]1[CH:25]=[CH:24][CH:23]=[CH:22][CH:21]=1)=[O:17], predict the reaction product. The product is: [CH2:19]([O:18][C:16]([N:6]1[CH2:5][CH2:4][NH:3][C@@H:2]([CH3:1])[CH2:7]1)=[O:17])[C:20]1[CH:25]=[CH:24][CH:23]=[CH:22][CH:21]=1. (4) Given the reactants [CH2:1]([C:4]1[CH:11]=[C:10]([C:12]([F:15])([F:14])[F:13])[CH:9]=[CH:8][C:5]=1[CH:6]=O)[CH2:2][CH3:3].C1(P(=[CH:35][C:36]([O:38][CH3:39])=[O:37])(C2C=CC=CC=2)C2C=CC=CC=2)C=CC=CC=1, predict the reaction product. The product is: [CH3:39][O:38][C:36](=[O:37])[CH:35]=[CH:6][C:5]1[CH:8]=[CH:9][C:10]([C:12]([F:15])([F:14])[F:13])=[CH:11][C:4]=1[CH2:1][CH2:2][CH3:3]. (5) Given the reactants Br[C:2]1[C:3]([CH2:11][OH:12])=[CH:4][C:5]2[O:9][CH2:8][O:7][C:6]=2[CH:10]=1.[Li]CCCC.[CH2:18]([N:23]1[C:31]2[C:26](=[CH:27][CH:28]=[CH:29][CH:30]=2)[C:25](=[O:32])[C:24]1=[O:33])[CH2:19][CH2:20][CH2:21][CH3:22], predict the reaction product. The product is: [OH:32][C:25]1([C:2]2[C:3]([CH2:11][OH:12])=[CH:4][C:5]3[O:9][CH2:8][O:7][C:6]=3[CH:10]=2)[C:26]2[C:31](=[CH:30][CH:29]=[CH:28][CH:27]=2)[N:23]([CH2:18][CH2:19][CH2:20][CH2:21][CH3:22])[C:24]1=[O:33].